From a dataset of NCI-60 drug combinations with 297,098 pairs across 59 cell lines. Regression. Given two drug SMILES strings and cell line genomic features, predict the synergy score measuring deviation from expected non-interaction effect. (1) Drug 1: C1=C(C(=O)NC(=O)N1)F. Drug 2: CC1=C(C=C(C=C1)C(=O)NC2=CC(=CC(=C2)C(F)(F)F)N3C=C(N=C3)C)NC4=NC=CC(=N4)C5=CN=CC=C5. Cell line: HCT116. Synergy scores: CSS=49.9, Synergy_ZIP=0.366, Synergy_Bliss=-1.42, Synergy_Loewe=-2.66, Synergy_HSA=-1.13. (2) Drug 1: C1=CC=C(C(=C1)C(C2=CC=C(C=C2)Cl)C(Cl)Cl)Cl. Drug 2: CN1C2=C(C=C(C=C2)N(CCCl)CCCl)N=C1CCCC(=O)O.Cl. Cell line: OVCAR-5. Synergy scores: CSS=2.15, Synergy_ZIP=1.35, Synergy_Bliss=5.00, Synergy_Loewe=1.09, Synergy_HSA=1.60. (3) Drug 1: CC1=C2C(C(=O)C3(C(CC4C(C3C(C(C2(C)C)(CC1OC(=O)C(C(C5=CC=CC=C5)NC(=O)OC(C)(C)C)O)O)OC(=O)C6=CC=CC=C6)(CO4)OC(=O)C)OC)C)OC. Drug 2: CCN(CC)CCCC(C)NC1=C2C=C(C=CC2=NC3=C1C=CC(=C3)Cl)OC. Cell line: RPMI-8226. Synergy scores: CSS=74.6, Synergy_ZIP=2.30, Synergy_Bliss=0.186, Synergy_Loewe=-0.436, Synergy_HSA=4.20. (4) Drug 1: C1=CN(C(=O)N=C1N)C2C(C(C(O2)CO)O)O.Cl. Drug 2: N.N.Cl[Pt+2]Cl. Cell line: CCRF-CEM. Synergy scores: CSS=81.2, Synergy_ZIP=0.434, Synergy_Bliss=0.528, Synergy_Loewe=-0.771, Synergy_HSA=3.55.